This data is from Forward reaction prediction with 1.9M reactions from USPTO patents (1976-2016). The task is: Predict the product of the given reaction. (1) Given the reactants [BH4-].[Li+].CO.[Li+].[BH4-].CO.[F:9][C:10]1[C:11]2[O:36][N:35]=[C:34]([C:37](OCC)=[O:38])[C:12]=2[CH:13]=[C:14]2[C:27]=1[N:26]1[CH2:28][C@@H:29]([CH3:33])[O:30][C@@H:31]([CH3:32])[C@@H:25]1[C:16]1([C:21](=[O:22])[NH:20][C:19](=[O:23])[NH:18][C:17]1=[O:24])[CH2:15]2, predict the reaction product. The product is: [F:9][C:10]1[C:11]2[O:36][N:35]=[C:34]([CH2:37][OH:38])[C:12]=2[CH:13]=[C:14]2[C:27]=1[N:26]1[CH2:28][C@@H:29]([CH3:33])[O:30][C@@H:31]([CH3:32])[C@@H:25]1[C:16]1([C:17](=[O:24])[NH:18][C:19](=[O:23])[NH:20][C:21]1=[O:22])[CH2:15]2. (2) Given the reactants [N+:1]([C:4]1[CH:5]=[N:6][N:7]([CH2:9][CH2:10][NH:11][S:12]([CH3:15])(=[O:14])=[O:13])[CH:8]=1)([O-])=O, predict the reaction product. The product is: [NH2:1][C:4]1[CH:5]=[N:6][N:7]([CH2:9][CH2:10][NH:11][S:12]([CH3:15])(=[O:14])=[O:13])[CH:8]=1. (3) Given the reactants [Cl:1][C:2]1[CH:7]=[CH:6][CH:5]=[C:4]([F:8])[C:3]=1[NH:9][C:10]1[NH:11][C:12]2[C:17]3[N:18]=[C:19]([CH:21]4[CH2:23][CH2:22]4)[O:20][C:16]=3[C:15]([C:24]([O:26]C)=O)=[CH:14][C:13]=2[N:28]=1.[F:29][C:30]1[CH:36]=[CH:35][C:34]([C:37]([F:40])([F:39])[F:38])=[CH:33][C:31]=1[NH2:32].C[Al](C)C, predict the reaction product. The product is: [Cl:1][C:2]1[CH:7]=[CH:6][CH:5]=[C:4]([F:8])[C:3]=1[NH:9][C:10]1[NH:11][C:12]2[C:17]3[N:18]=[C:19]([CH:21]4[CH2:23][CH2:22]4)[O:20][C:16]=3[C:15]([C:24]([NH:32][C:31]3[CH:33]=[C:34]([C:37]([F:38])([F:39])[F:40])[CH:35]=[CH:36][C:30]=3[F:29])=[O:26])=[CH:14][C:13]=2[N:28]=1. (4) Given the reactants C1(O)C=CC=CC=1.[OH:8][C@@H:9]([C:20]1[CH:25]=[CH:24][CH:23]=[C:22]([OH:26])[CH:21]=1)[CH2:10][CH2:11][NH:12][C:13](=[O:19])[O:14][C:15]([CH3:18])([CH3:17])[CH3:16].C([O-])([O-])=O.[K+].[K+].CC1C=CC(S(O[CH2:44][CH:45]2[CH2:50][CH2:49][N:48]([C:51](=[O:53])[CH3:52])[CH2:47][CH2:46]2)(=O)=O)=CC=1, predict the reaction product. The product is: [C:51]([N:48]1[CH2:49][CH2:50][CH:45]([CH2:44][O:26][C:22]2[CH:21]=[C:20]([C@H:9]([OH:8])[CH2:10][CH2:11][NH:12][C:13](=[O:19])[O:14][C:15]([CH3:18])([CH3:17])[CH3:16])[CH:25]=[CH:24][CH:23]=2)[CH2:46][CH2:47]1)(=[O:53])[CH3:52]. (5) Given the reactants [OH-].[Li+].[O:3]=[C:4]1[NH:10][C:9]2[CH:11]=[CH:12][CH:13]=[CH:14][C:8]=2[CH2:7][CH2:6][N:5]1[CH:15]1[CH2:20][CH2:19][N:18]([C:21]([O:23][C@@H:24]([C:38]([O:40]CC)=[O:39])[CH2:25][C:26]2[CH:31]=[C:30]([C:32]([F:35])([F:34])[F:33])[C:29]([NH2:36])=[C:28]([Cl:37])[CH:27]=2)=[O:22])[CH2:17][CH2:16]1.C1COCC1.Cl, predict the reaction product. The product is: [O:3]=[C:4]1[NH:10][C:9]2[CH:11]=[CH:12][CH:13]=[CH:14][C:8]=2[CH2:7][CH2:6][N:5]1[CH:15]1[CH2:20][CH2:19][N:18]([C:21]([O:23][C@@H:24]([C:38]([OH:40])=[O:39])[CH2:25][C:26]2[CH:31]=[C:30]([C:32]([F:35])([F:33])[F:34])[C:29]([NH2:36])=[C:28]([Cl:37])[CH:27]=2)=[O:22])[CH2:17][CH2:16]1.